From a dataset of Catalyst prediction with 721,799 reactions and 888 catalyst types from USPTO. Predict which catalyst facilitates the given reaction. (1) Reactant: Cl[C:2]1[O:3][C:4]([C:13]2[CH:18]=[CH:17][C:16]([S:19]([NH2:22])(=[O:21])=[O:20])=[CH:15][CH:14]=2)=[C:5]([C:7]2[CH:12]=[CH:11][CH:10]=[CH:9][CH:8]=2)[N:6]=1.[CH3:23]N(C=O)C.C(=O)([O-])[O-].[K+].[K+].[OH:34][C:35]1[CH:36]=[C:37]([CH:41]2[CH2:46][CH:45]([O:47][CH3:48])C[CH2:43][O:42]2)[CH:38]=[CH:39][CH:40]=1. Product: [CH3:43][O:42][C:41]1([C:37]2[CH:36]=[C:35]([CH:40]=[CH:39][CH:38]=2)[O:34][C:2]2[O:3][C:4]([C:13]3[CH:18]=[CH:17][C:16]([S:19]([NH2:22])(=[O:21])=[O:20])=[CH:15][CH:14]=3)=[C:5]([C:7]3[CH:12]=[CH:11][CH:10]=[CH:9][CH:8]=3)[N:6]=2)[CH2:46][CH2:45][O:47][CH2:48][CH2:23]1. The catalyst class is: 13. (2) Reactant: [C:1]([O:4][CH2:5][C@@:6]1([C:21]#[CH:22])[O:10][C@@H:9]([N:11]2[CH:19]=[C:17]([CH3:18])[C:15](=[O:16])[NH:14][C:12]2=[O:13])[CH2:8][C@H:7]1[OH:20])(=[O:3])[CH3:2].[CH3:23][S:24](Cl)(=[O:26])=[O:25]. Product: [C:1]([O:4][CH2:5][C@@:6]1([C:21]#[CH:22])[O:10][C@@H:9]([N:11]2[CH:19]=[C:17]([CH3:18])[C:15](=[O:16])[NH:14][C:12]2=[O:13])[CH2:8][C@H:7]1[O:20][S:24]([CH3:23])(=[O:26])=[O:25])(=[O:3])[CH3:2]. The catalyst class is: 17. (3) Reactant: C(Cl)(=O)C(Cl)=O.[Cl:7][C:8]1[CH:13]=[CH:12][C:11]([C:14]2[S:18][C:17]([C:19](O)=[O:20])=[C:16]([C:22]3[CH:27]=[CH:26][C:25]([S:28](=[O:31])(=[O:30])[NH2:29])=[CH:24][CH:23]=3)[C:15]=2[CH3:32])=[CH:10][CH:9]=1.[CH2:33]([N:35]([CH2:38]C)[CH2:36]C)C.Cl.[CH3:41][NH:42][O:43][CH3:44]. Product: [Cl:7][C:8]1[CH:9]=[CH:10][C:11]([C:14]2[S:18][C:17]([C:19]([N:42]([O:43][CH3:44])[CH3:41])=[O:20])=[C:16]([C:22]3[CH:27]=[CH:26][C:25]([S:28](=[O:31])(=[O:30])[N:29]=[CH:33][N:35]([CH3:38])[CH3:36])=[CH:24][CH:23]=3)[C:15]=2[CH3:32])=[CH:12][CH:13]=1. The catalyst class is: 139. (4) Product: [I-:15].[OH:1][CH2:2][CH2:3][CH2:4][N+:5]1[C:9]2[CH:10]=[CH:11][CH:12]=[CH:13][C:8]=2[S:7][C:6]=1[CH:14]=[C:23]1[C:24]2[C:29](=[CH:28][CH:27]=[CH:26][CH:25]=2)[N:20]([CH2:19][CH2:18][CH2:17][OH:16])[CH:21]=[CH:22]1. Reactant: [OH:1][CH2:2][CH2:3][CH2:4][N+:5]1[C:9]2[CH:10]=[CH:11][CH:12]=[CH:13][C:8]=2[S:7][C:6]=1[CH3:14].[I-:15].[OH:16][CH2:17][CH2:18][CH2:19][N+:20]1[C:29]2[C:24](=[CH:25][CH:26]=[CH:27][CH:28]=2)[CH:23]=[CH:22][CH:21]=1.CCN(CC)CC. The catalyst class is: 61.